Task: Predict the reaction yield, written as a fraction of the theoretical maximum amount of product (1.0 means a 100% yield; for example, 0.34 means a 34% yield).. Dataset: Reaction yield outcomes from USPTO patents with 853,638 reactions (1) The reactants are [S:1]1[C:5]2[CH:6]=[CH:7][CH:8]=[CH:9][C:4]=2[N:3]=[C:2]1[NH:10][C:11](=[O:15])[CH2:12][C:13]#[N:14].[NH4+].[Cl-].[N-:18]=[N+:19]=[N-:20].[Na+]. The catalyst is CN(C)C=O. The product is [S:1]1[C:5]2[CH:6]=[CH:7][CH:8]=[CH:9][C:4]=2[N:3]=[C:2]1[NH:10][C:11](=[O:15])[CH2:12][C:13]1[N:18]=[N:19][NH:20][N:14]=1. The yield is 0.200. (2) The reactants are [Si:1]([O:8][CH:9]1[CH2:14][CH2:13][N:12]([C:15]([C:28]2[CH:33]=[CH:32][CH:31]=[CH:30][CH:29]=2)([C:22]2[CH:27]=[CH:26][CH:25]=[CH:24][CH:23]=2)[C:16]2[CH:21]=[CH:20][CH:19]=[CH:18][CH:17]=2)[CH2:11]/[C:10]/1=[CH:34]\[CH:35]=[O:36])([C:4]([CH3:7])([CH3:6])[CH3:5])([CH3:3])[CH3:2].C1(C)C=CC(S([CH2:46][N+:47]#[C-:48])(=O)=O)=CC=1.C(=O)([O-])[O-].[K+].[K+].O. The catalyst is CO. The product is [Si:1]([O:8][CH:9]1[CH2:14][CH2:13][N:12]([C:15]([C:22]2[CH:23]=[CH:24][CH:25]=[CH:26][CH:27]=2)([C:28]2[CH:29]=[CH:30][CH:31]=[CH:32][CH:33]=2)[C:16]2[CH:17]=[CH:18][CH:19]=[CH:20][CH:21]=2)[CH2:11]/[C:10]/1=[CH:34]\[C:35]1[O:36][CH:48]=[N:47][CH:46]=1)([C:4]([CH3:7])([CH3:6])[CH3:5])([CH3:3])[CH3:2]. The yield is 0.320. (3) The reactants are [O:1]1[C:5]2[CH:6]=[CH:7][C:8]([C:10]3([C:13]([NH:15][C:16]4[CH:17]=[C:18]5[C:22](=[CH:23][CH:24]=4)[NH:21][CH:20]([C:25]([CH3:28])([CH3:27])[CH3:26])[CH2:19]5)=[O:14])[CH2:12][CH2:11]3)=[CH:9][C:4]=2[O:3][CH2:2]1.O=[CH:30][CH2:31][CH2:32][C:33]([OH:35])=[O:34].[BH3-]C#N.[Na+]. The catalyst is CO.CC(O)=O. The product is [O:1]1[C:5]2[CH:6]=[CH:7][C:8]([C:10]3([C:13]([NH:15][C:16]4[CH:17]=[C:18]5[C:22](=[CH:23][CH:24]=4)[N:21]([CH2:30][CH2:31][CH2:32][C:33]([OH:35])=[O:34])[CH:20]([C:25]([CH3:28])([CH3:27])[CH3:26])[CH2:19]5)=[O:14])[CH2:12][CH2:11]3)=[CH:9][C:4]=2[O:3][CH2:2]1. The yield is 0.300. (4) The reactants are [CH:1]1([CH2:6][CH:7]([C:19]2[CH:24]=[CH:23][C:22]([O:25][C:26]3[CH:31]=[CH:30][CH:29]=[CH:28][CH:27]=3)=[CH:21][CH:20]=2)[C:8]([NH:10][C:11]2[S:12][CH:13]=[C:14]([C:16]([OH:18])=[O:17])[N:15]=2)=[O:9])[CH2:5][CH2:4][CH2:3][CH2:2]1.Cl.[CH3:33]O. No catalyst specified. The product is [CH3:33][O:17][C:16]([C:14]1[N:15]=[C:11]([NH:10][C:8](=[O:9])[CH:7]([C:19]2[CH:20]=[CH:21][C:22]([O:25][C:26]3[CH:31]=[CH:30][CH:29]=[CH:28][CH:27]=3)=[CH:23][CH:24]=2)[CH2:6][CH:1]2[CH2:5][CH2:4][CH2:3][CH2:2]2)[S:12][CH:13]=1)=[O:18]. The yield is 0.390.